From a dataset of Peptide-MHC class II binding affinity with 134,281 pairs from IEDB. Regression. Given a peptide amino acid sequence and an MHC pseudo amino acid sequence, predict their binding affinity value. This is MHC class II binding data. (1) The peptide sequence is ASFTLASSETGVG. The binding affinity (normalized) is 0.574. The MHC is DRB1_0401 with pseudo-sequence DRB1_0401. (2) The peptide sequence is VIGLLPQNMVLTTQG. The MHC is DRB4_0101 with pseudo-sequence DRB4_0103. The binding affinity (normalized) is 0.807. (3) The peptide sequence is QDELIGRGRVSPGNG. The MHC is DRB1_0701 with pseudo-sequence DRB1_0701. The binding affinity (normalized) is 0.201. (4) The peptide sequence is ELPGVDPDKDVDIMV. The MHC is DRB1_1201 with pseudo-sequence DRB1_1201. The binding affinity (normalized) is 0.0272. (5) The binding affinity (normalized) is 0.434. The MHC is DRB1_1101 with pseudo-sequence DRB1_1101. The peptide sequence is SVAYKAAVGATPEAK. (6) The peptide sequence is RSTTDSGKVIPEWCC. The MHC is HLA-DQA10201-DQB10301 with pseudo-sequence HLA-DQA10201-DQB10301. The binding affinity (normalized) is 0.529. (7) The peptide sequence is EHAFYLDWAVHSFRI. The MHC is HLA-DPA10301-DPB10402 with pseudo-sequence HLA-DPA10301-DPB10402. The binding affinity (normalized) is 0.626. (8) The peptide sequence is SNVTFTVNQTSRLLM. The MHC is DRB4_0103 with pseudo-sequence DRB4_0103. The binding affinity (normalized) is 0.695. (9) The peptide sequence is EQKLIEKINAGFKAALAAAA. The MHC is DRB3_0202 with pseudo-sequence DRB3_0202. The binding affinity (normalized) is 0.482. (10) The peptide sequence is GLALLSEAVLRGQAL. The MHC is DRB1_0901 with pseudo-sequence DRB1_0901. The binding affinity (normalized) is 0.110.